From a dataset of Peptide-MHC class II binding affinity with 134,281 pairs from IEDB. Regression. Given a peptide amino acid sequence and an MHC pseudo amino acid sequence, predict their binding affinity value. This is MHC class II binding data. (1) The peptide sequence is IEDAKRMIAISAKVA. The MHC is H-2-IAb with pseudo-sequence H-2-IAb. The binding affinity (normalized) is 0.182. (2) The peptide sequence is HPQDGDALTLRTATN. The MHC is HLA-DPA10201-DPB10101 with pseudo-sequence HLA-DPA10201-DPB10101. The binding affinity (normalized) is 0.342. (3) The peptide sequence is LKRGEITHHAVSRGSAK. The MHC is DRB1_0101 with pseudo-sequence DRB1_0101. The binding affinity (normalized) is 0.237. (4) The peptide sequence is KKLLCDIGESSSSSVTE. The MHC is DRB5_0101 with pseudo-sequence DRB5_0101. The binding affinity (normalized) is 0.545. (5) The peptide sequence is GELEIVDKIDAAFKI. The MHC is DRB3_0202 with pseudo-sequence DRB3_0202. The binding affinity (normalized) is 0.236. (6) The peptide sequence is WEQIFSTWLLKPGAG. The MHC is DRB1_1101 with pseudo-sequence DRB1_1101. The binding affinity (normalized) is 0.635. (7) The peptide sequence is SQDLELSWGLNGLQAY. The MHC is DRB1_1302 with pseudo-sequence DRB1_1302. The binding affinity (normalized) is 0.698.